The task is: Predict the product of the given reaction.. This data is from Forward reaction prediction with 1.9M reactions from USPTO patents (1976-2016). (1) Given the reactants [CH3:1][Si:2]([CH3:7])([CH3:6])[CH2:3][CH2:4]O.[S:8](Cl)([C:11]1[CH:17]=[CH:16][C:14]([CH3:15])=[CH:13][CH:12]=1)(=[O:10])=[O:9], predict the reaction product. The product is: [CH3:1][Si:2]([CH3:7])([CH3:6])[CH2:3][CH2:4][S:8]([C:11]1[CH:17]=[CH:16][C:14]([CH3:15])=[CH:13][CH:12]=1)(=[O:10])=[O:9]. (2) The product is: [NH2:1][CH:4]([CH2:13][CH2:14][CH3:15])[CH:5]([OH:12])[C:6]([NH:8][CH:9]1[CH2:10][CH2:11]1)=[O:7]. Given the reactants [N:1]([CH:4]([CH2:13][CH2:14][CH3:15])[CH:5]([OH:12])[C:6]([NH:8][CH:9]1[CH2:11][CH2:10]1)=[O:7])=[N+]=[N-], predict the reaction product. (3) Given the reactants N([C:3]1[N:4]=[C:5]([NH2:21])[C:6]2[N:7]=[CH:8][N:9]([C:19]=2[N:20]=1)[C@@H:10]1[O:18][C@H:15]([CH2:16][OH:17])[C@@H:13]([OH:14])[C@H:11]1[OH:12])N.Cl.[CH:23]([CH:25]([CH:31]=[O:32])[C:26]([O:28][CH2:29][CH3:30])=[O:27])=O.O[C@@H]1[C@H](O)[C@@H](CO)O[C@H]1N1C=NC2C1=NC([N:52]1[CH:56]=[C:55]([C:57]([O:59][CH2:60][CH3:61])=[O:58])[CH:54]=[N:53]1)=NC=2N, predict the reaction product. The product is: [OH:12][C@@H:11]1[C@H:13]([OH:14])[C@@H:15]([CH2:16][OH:17])[O:18][C@H:10]1[N:9]1[CH:8]=[N:7][C:6]2[C:19]1=[N:20][C:3]([C:56]1[C:55]([C:57]([O:59][CH2:60][CH3:61])=[O:58])=[CH:54][NH:53][N:52]=1)=[N:4][C:5]=2[NH:21]/[CH:23]=[C:25](\[CH:31]=[O:32])/[C:26]([O:28][CH2:29][CH3:30])=[O:27]. (4) Given the reactants [C@@H:1]1([N:9]2[CH:16]=[CH:15][C:13]([NH2:14])=[N:12][C:10]2=[O:11])[O:8][C@H:5]([CH2:6][OH:7])[C@@H:3]([OH:4])[CH2:2]1.[I:17]I, predict the reaction product. The product is: [I:17][C:15]1[C:13]([NH2:14])=[N:12][C:10](=[O:11])[N:9]([CH:16]=1)[C@@H:1]1[O:8][C@H:5]([CH2:6][OH:7])[C@@H:3]([OH:4])[CH2:2]1. (5) Given the reactants [OH-].[Na+].F[C:4]1[CH:9]=[C:8]([C:10]2[C:15]([CH3:16])=[CH:14][N:13]=[C:12]([O:17][CH3:18])[C:11]=2[CH3:19])[C:7]([F:20])=[CH:6][C:5]=1[C:21]1[N:25]([C@H:26]2[CH2:30][CH2:29][O:28][CH2:27]2)[N:24]=[CH:23][C:22]=1[C:31]([NH2:33])=[O:32].O.C(O)(=O)C, predict the reaction product. The product is: [F:20][C:7]1[C:8]([C:10]2[C:15]([CH3:16])=[CH:14][N:13]=[C:12]([O:17][CH3:18])[C:11]=2[CH3:19])=[CH:9][C:4]2[NH:33][C:31](=[O:32])[C:22]3[CH:23]=[N:24][N:25]([C@H:26]4[CH2:30][CH2:29][O:28][CH2:27]4)[C:21]=3[C:5]=2[CH:6]=1. (6) The product is: [CH2:1]([C:5]1[CH:6]=[CH:7][C:8]([NH:11][CH2:12][CH:13]([CH3:14])[CH3:15])=[CH:9][CH:10]=1)[CH2:2][CH2:3][CH3:4]. Given the reactants [CH2:1]([C:5]1[CH:10]=[CH:9][C:8]([NH:11][C:12](=O)[CH:13]([CH3:15])[CH3:14])=[C:7](C)[CH:6]=1)[CH2:2][CH2:3][CH3:4].B, predict the reaction product. (7) Given the reactants [CH2:1]([O:3][C:4](=[O:7])[CH2:5][SH:6])[CH3:2].[H-].[Na+].F[C:11]1[CH:18]=[CH:17][C:14]([CH:15]=[O:16])=[CH:13][C:12]=1[N+:19]([O-:21])=[O:20], predict the reaction product. The product is: [CH:15]([C:14]1[CH:17]=[CH:18][C:11]([S:6][CH2:5][C:4]([O:3][CH2:1][CH3:2])=[O:7])=[C:12]([N+:19]([O-:21])=[O:20])[CH:13]=1)=[O:16]. (8) Given the reactants [OH:1][C:2]1[CH:7]=[CH:6][C:5]([C:8](=[O:10])[CH3:9])=[CH:4][CH:3]=1.[CH2:11](Br)[C:12]1[CH:17]=[CH:16][CH:15]=[CH:14][CH:13]=1.C(=O)([O-])[O-].[Cs+].[Cs+], predict the reaction product. The product is: [CH2:11]([O:1][C:2]1[CH:7]=[CH:6][C:5]([C:8](=[O:10])[CH3:9])=[CH:4][CH:3]=1)[C:12]1[CH:17]=[CH:16][CH:15]=[CH:14][CH:13]=1. (9) Given the reactants [C:1](=O)([O-])[O-].[K+].[K+].CI.[Cl:9][C:10]1[CH:19]=[C:18]([C:20]([OH:22])=[O:21])[C:17]2[C:12](=[CH:13][CH:14]=[CH:15][CH:16]=2)[N:11]=1.[Cl-].[Na+], predict the reaction product. The product is: [CH3:1][O:21][C:20]([C:18]1[C:17]2[C:12](=[CH:13][CH:14]=[CH:15][CH:16]=2)[N:11]=[C:10]([Cl:9])[CH:19]=1)=[O:22].